This data is from NCI-60 drug combinations with 297,098 pairs across 59 cell lines. The task is: Regression. Given two drug SMILES strings and cell line genomic features, predict the synergy score measuring deviation from expected non-interaction effect. (1) Drug 1: CC(CN1CC(=O)NC(=O)C1)N2CC(=O)NC(=O)C2. Drug 2: CC1C(C(CC(O1)OC2CC(CC3=C2C(=C4C(=C3O)C(=O)C5=C(C4=O)C(=CC=C5)OC)O)(C(=O)C)O)N)O.Cl. Cell line: UACC-257. Synergy scores: CSS=20.2, Synergy_ZIP=8.62, Synergy_Bliss=14.1, Synergy_Loewe=8.78, Synergy_HSA=12.4. (2) Drug 1: C1=CC(=C2C(=C1NCCNCCO)C(=O)C3=C(C=CC(=C3C2=O)O)O)NCCNCCO. Drug 2: CC1C(C(=O)NC(C(=O)N2CCCC2C(=O)N(CC(=O)N(C(C(=O)O1)C(C)C)C)C)C(C)C)NC(=O)C3=C4C(=C(C=C3)C)OC5=C(C(=O)C(=C(C5=N4)C(=O)NC6C(OC(=O)C(N(C(=O)CN(C(=O)C7CCCN7C(=O)C(NC6=O)C(C)C)C)C)C(C)C)C)N)C. Cell line: HT29. Synergy scores: CSS=36.2, Synergy_ZIP=5.49, Synergy_Bliss=5.61, Synergy_Loewe=7.60, Synergy_HSA=5.80.